Dataset: Forward reaction prediction with 1.9M reactions from USPTO patents (1976-2016). Task: Predict the product of the given reaction. (1) Given the reactants [CH3:1][C:2]1[NH:3][C:4]2[C:9]([C:10]=1[CH3:11])=[CH:8][C:7]([O:12][C:13]1[C:22]3[C:17](=[CH:18][C:19]([OH:25])=[C:20]([O:23][CH3:24])[CH:21]=3)[N:16]=[CH:15][N:14]=1)=[CH:6][CH:5]=2.[CH3:26][O:27][CH2:28][CH2:29][O:30][CH2:31][CH2:32]O, predict the reaction product. The product is: [CH3:1][C:2]1[NH:3][C:4]2[C:9]([C:10]=1[CH3:11])=[CH:8][C:7]([O:12][C:13]1[C:22]3[C:17](=[CH:18][C:19]([O:25][CH2:32][CH2:31][O:30][CH2:29][CH2:28][O:27][CH3:26])=[C:20]([O:23][CH3:24])[CH:21]=3)[N:16]=[CH:15][N:14]=1)=[CH:6][CH:5]=2. (2) Given the reactants [F:1][C:2]1[CH:7]=[C:6]([I:8])[CH:5]=[CH:4][C:3]=1[NH:9][C:10]1[C:15]2[CH:16]=[N:17][S:18][C:14]=2[CH:13]=[CH:12][C:11]=1[C:19]([OH:21])=O.C(N(C(C)C)CC)(C)C.C1C=CC2N(O)N=NC=2C=1.[NH2:41][O:42][CH2:43][C@@H:44]([OH:46])[CH3:45].CCN=C=NCCCN(C)C, predict the reaction product. The product is: [OH:46][C@@H:44]([CH3:45])[CH2:43][O:42][NH:41][C:19]([C:11]1[CH:12]=[CH:13][C:14]2[S:18][N:17]=[CH:16][C:15]=2[C:10]=1[NH:9][C:3]1[CH:4]=[CH:5][C:6]([I:8])=[CH:7][C:2]=1[F:1])=[O:21]. (3) Given the reactants C([O:3][C:4]([C:6]1[C:7]([CH3:25])=[N:8][C:9]([NH:13][CH2:14][CH2:15][CH2:16][C:17]2[CH:22]=[CH:21][C:20]([CH3:23])=[C:19]([OH:24])[CH:18]=2)=[N:10][C:11]=1[CH3:12])=[O:5])C.O.[OH-].[Li+], predict the reaction product. The product is: [OH:24][C:19]1[CH:18]=[C:17]([CH2:16][CH2:15][CH2:14][NH:13][C:9]2[N:8]=[C:7]([CH3:25])[C:6]([C:4]([OH:5])=[O:3])=[C:11]([CH3:12])[N:10]=2)[CH:22]=[CH:21][C:20]=1[CH3:23]. (4) The product is: [Cl:1][CH2:2]/[C:3](/[O:10][CH2:13][CH2:14][CH3:15])=[CH:4]\[C:5]([O:7][CH2:8][CH3:9])=[O:6]. Given the reactants [Cl:1][CH2:2][C:3](=[O:10])[CH2:4][C:5]([O:7][CH2:8][CH3:9])=[O:6].C(OCCC)(OCCC)O[CH2:13][CH2:14][CH3:15].O=P12OP3(OP(OP(O3)(O1)=O)(=O)O2)=O, predict the reaction product.